From a dataset of Catalyst prediction with 721,799 reactions and 888 catalyst types from USPTO. Predict which catalyst facilitates the given reaction. (1) Product: [CH3:13][C:6]1[CH2:5][C:4]2[C:8]([CH:7]=1)=[CH:9][C:10]([CH3:11])=[C:2]([OH:1])[C:3]=2[CH3:14]. Reactant: [OH:1][C:2]1[C:3]([CH3:14])=[C:4]2[C:8](=[CH:9][C:10]=1[CH3:11])[C:7](=O)[CH:6]([CH3:13])[CH2:5]2.[H-].[H-].[H-].[H-].[Li+].[Al+3].Cl. The catalyst class is: 1. (2) Reactant: [Cl:1][C:2]1[CH:3]=[C:4]([CH:20]=[CH:21][C:22]=1[O:23][CH2:24][C:25]1[CH:30]=[CH:29][CH:28]=[CH:27][N:26]=1)[NH:5][C:6]1[C:15]2[C:10](=[CH:11][CH:12]=[CH:13][C:14]=2[O:16][CH2:17][CH2:18]Cl)[N:9]=[CH:8][N:7]=1.C[CH:32]=[CH:33][CH2:34][NH2:35].O1CCOC[CH2:37]1. Product: [CH2:34]([N:35]([CH3:37])[CH2:18][CH2:17][O:16][C:14]1[CH:13]=[CH:12][CH:11]=[C:10]2[C:15]=1[C:6]([NH:5][C:4]1[CH:20]=[CH:21][C:22]([O:23][CH2:24][C:25]3[CH:30]=[CH:29][CH:28]=[CH:27][N:26]=3)=[C:2]([Cl:1])[CH:3]=1)=[N:7][CH:8]=[N:9]2)[CH:33]=[CH2:32]. The catalyst class is: 682. (3) Reactant: Cl.Cl.[CH3:3][C:4]1([CH2:10][C:11]([N:13]2[CH2:33][CH2:32][C:16]3([CH:18]([CH2:19][NH:20][C:21]([N:23]4[CH2:31][C:30]5[CH:29]=[CH:28][N:27]=[CH:26][C:25]=5[CH2:24]4)=[O:22])[CH2:17]3)[CH2:15][CH2:14]2)=[O:12])[CH2:9][CH2:8][NH:7][CH2:6][CH2:5]1.FC(F)(F)S(O[CH2:40][C:41]([F:44])([F:43])[F:42])(=O)=O.CCN(C(C)C)C(C)C. Product: [CH3:3][C:4]1([CH2:10][C:11]([N:13]2[CH2:14][CH2:15][C:16]3([CH:18]([CH2:19][NH:20][C:21]([N:23]4[CH2:31][C:30]5[CH:29]=[CH:28][N:27]=[CH:26][C:25]=5[CH2:24]4)=[O:22])[CH2:17]3)[CH2:32][CH2:33]2)=[O:12])[CH2:5][CH2:6][N:7]([CH2:40][C:41]([F:44])([F:43])[F:42])[CH2:8][CH2:9]1. The catalyst class is: 39. (4) The catalyst class is: 244. Reactant: [Cl:1][C:2]1[CH:7]=[C:6]([F:8])[CH:5]=[CH:4][C:3]=1[CH:9]([OH:14])[C:10]([F:13])([F:12])[F:11].CC1C=CC=C(C)N=1.[F:23][C:24]([F:37])([F:36])[S:25](O[S:25]([C:24]([F:37])([F:36])[F:23])(=[O:27])=[O:26])(=[O:27])=[O:26]. Product: [F:23][C:24]([F:37])([F:36])[S:25]([O:14][CH:9]([C:3]1[CH:4]=[CH:5][C:6]([F:8])=[CH:7][C:2]=1[Cl:1])[C:10]([F:11])([F:12])[F:13])(=[O:27])=[O:26]. (5) The catalyst class is: 205. Product: [CH3:24][N:21]1[CH2:22][CH2:23][N:18]([C:15]2[CH:16]=[CH:17][C:12]([NH:11][C:8]3[N:7]=[CH:6][C:5]4=[CH:4][CH:3]=[C:2]([S:46][C:40]5[CH:45]=[CH:44][CH:43]=[CH:42][CH:41]=5)[N:10]4[N:9]=3)=[CH:13][CH:14]=2)[CH2:19][CH2:20]1. Reactant: Br[C:2]1[N:10]2[C:5]([CH:6]=[N:7][C:8]([NH:11][C:12]3[CH:17]=[CH:16][C:15]([N:18]4[CH2:23][CH2:22][N:21]([CH3:24])[CH2:20][CH2:19]4)=[CH:14][CH:13]=3)=[N:9]2)=[CH:4][CH:3]=1.CC(C)([O-])C.[Na+].C(O)CO.CN(C)C=O.[C:40]1([SH:46])[CH:45]=[CH:44][CH:43]=[CH:42][CH:41]=1. (6) Reactant: [Br:1][C:2]1[CH:3]=[C:4]([N:8]2[CH2:12][CH2:11][CH:10]([C:13](=O)C(OCC)=O)[C:9]2=[O:20])[CH:5]=[CH:6][CH:7]=1.C(NCC)C.C=O. Product: [Br:1][C:2]1[CH:3]=[C:4]([N:8]2[CH2:12][CH2:11][C:10](=[CH2:13])[C:9]2=[O:20])[CH:5]=[CH:6][CH:7]=1. The catalyst class is: 6. (7) Reactant: [CH2:1]([O:3][C:4]1[C:10]([CH3:11])=[CH:9][C:7]([NH2:8])=[C:6]([O:12][CH3:13])[CH:5]=1)[CH3:2].[C:14](Cl)(Cl)=[O:15]. Product: [CH2:1]([O:3][C:4]1[CH:5]=[C:6]([O:12][CH3:13])[C:7]([N:8]=[C:14]=[O:15])=[CH:9][C:10]=1[CH3:11])[CH3:2]. The catalyst class is: 25. (8) Reactant: [NH2:1][C:2]1[CH:11]=[C:10]([Cl:12])[C:9]([I:13])=[CH:8][C:3]=1[C:4]([O:6]C)=O.[C:14]1([CH3:27])[CH:19]=[CH:18][CH:17]=[CH:16][C:15]=1[O:20][CH2:21][C:22](OCC)=[O:23].C[Si]([N-][Si](C)(C)C)(C)C.[K+]. Product: [Cl:12][C:10]1[CH:11]=[C:2]2[C:3]([C:4]([OH:6])=[C:21]([O:20][C:15]3[CH:16]=[CH:17][CH:18]=[CH:19][C:14]=3[CH3:27])[C:22](=[O:23])[NH:1]2)=[CH:8][C:9]=1[I:13]. The catalyst class is: 1.